This data is from Full USPTO retrosynthesis dataset with 1.9M reactions from patents (1976-2016). The task is: Predict the reactants needed to synthesize the given product. (1) Given the product [C:1]([O:5][C:6]([N:8]1[CH:12]=[CH:11][CH:10]=[C:9]1[C:13]1[CH:18]=[C:17](/[CH:19]=[CH:26]/[C:25]([C:28]2[CH:36]=[CH:35][C:31]([C:32]([OH:34])=[O:33])=[CH:30][CH:29]=2)=[O:27])[C:16]([O:21][CH3:22])=[CH:15][C:14]=1[O:23][CH3:24])=[O:7])([CH3:4])([CH3:3])[CH3:2], predict the reactants needed to synthesize it. The reactants are: [C:1]([O:5][C:6]([N:8]1[CH:12]=[CH:11][CH:10]=[C:9]1[C:13]1[CH:18]=[C:17]([CH:19]=O)[C:16]([O:21][CH3:22])=[CH:15][C:14]=1[O:23][CH3:24])=[O:7])([CH3:4])([CH3:3])[CH3:2].[C:25]([C:28]1[CH:36]=[CH:35][C:31]([C:32]([OH:34])=[O:33])=[CH:30][CH:29]=1)(=[O:27])[CH3:26]. (2) Given the product [CH2:1]([O:3][C:4]([C:6]1[CH:11]=[C:10]([C:12]2[O:13][C:14]([Br:19])=[CH:15][CH:16]=2)[CH:9]=[C:8]([CH2:17][Br:18])[N:7]=1)=[O:5])[CH3:2], predict the reactants needed to synthesize it. The reactants are: [CH2:1]([O:3][C:4]([C:6]1[CH:11]=[C:10]([C:12]2[O:13][CH:14]=[CH:15][CH:16]=2)[CH:9]=[C:8]([CH2:17][Br:18])[N:7]=1)=[O:5])[CH3:2].[Br:19]Br. (3) Given the product [C:24]([O:27][C@@H:28]1[CH2:45][C@@:43]2([CH3:44])[C@@H:39]([CH2:40][CH2:41][C:42]2=[O:46])[C@H:38]2[C@H:29]1[C:30]1[CH:31]=[CH:32][C:33]([O:47][S:19]([C:8]([F:7])([F:23])[C:9]([F:17])([F:18])[C:10]([F:15])([F:16])[C:11]([F:14])([F:13])[F:12])(=[O:21])=[O:20])=[CH:34][C:35]=1[CH2:36][CH2:37]2)(=[O:26])[CH3:25], predict the reactants needed to synthesize it. The reactants are: C(=O)([O-])[O-].[K+].[K+].[F:7][C:8]([F:23])([S:19](F)(=[O:21])=[O:20])[C:9]([F:18])([F:17])[C:10]([F:16])([F:15])[C:11]([F:14])([F:13])[F:12].[C:24]([O:27][C@@H:28]1[CH2:45][C@@:43]2([CH3:44])[C@@H:39]([CH2:40][CH2:41][C:42]2=[O:46])[C@H:38]2[C@H:29]1[C:30]1[CH:31]=[CH:32][C:33]([OH:47])=[CH:34][C:35]=1[CH2:36][CH2:37]2)(=[O:26])[CH3:25].[Cl-].[Na+]. (4) Given the product [ClH:18].[CH3:19][O:20][N:21]=[C:7]([C:1]1[CH:6]=[CH:5][CH:4]=[CH:3][CH:2]=1)[C:9]1[NH:17][C:12]2=[CH:13][N:14]=[CH:15][CH:16]=[C:11]2[CH:10]=1, predict the reactants needed to synthesize it. The reactants are: [C:1]1([C:7]([C:9]2[NH:17][C:12]3=[CH:13][N:14]=[CH:15][CH:16]=[C:11]3[CH:10]=2)=O)[CH:6]=[CH:5][CH:4]=[CH:3][CH:2]=1.[ClH:18].[CH3:19][O:20][NH2:21]. (5) The reactants are: [CH3:1][S:2]([CH2:5][CH2:6][NH:7][C:8]1[CH:9]=[N:10][CH:11]=[CH:12][C:13]=1[C:14]1[CH:19]=[CH:18][CH:17]=[CH:16][C:15]=1[O:20][C:21]([F:24])([F:23])[F:22])(=[O:4])=[O:3].CCN(C(C)C)C(C)C.FC1C=CC=C(OC)C=1C1C=CN=CC=1N(CC(F)(F)F)[C:50](=[O:65])[C:51]1[CH:56]=[C:55]([C:57]([F:60])([F:59])[F:58])[CH:54]=[C:53]([S:61]([CH3:64])(=[O:63])=[O:62])[CH:52]=1. Given the product [CH3:64][S:61]([C:53]1[CH:52]=[C:51]([CH:56]=[C:55]([C:57]([F:58])([F:59])[F:60])[CH:54]=1)[C:50]([N:7]([CH2:6][CH2:5][S:2]([CH3:1])(=[O:4])=[O:3])[C:8]1[CH:9]=[N:10][CH:11]=[CH:12][C:13]=1[C:14]1[CH:19]=[CH:18][CH:17]=[CH:16][C:15]=1[O:20][C:21]([F:23])([F:24])[F:22])=[O:65])(=[O:63])=[O:62], predict the reactants needed to synthesize it. (6) Given the product [Cl:1][C:2]1[CH:27]=[C:26]([Cl:28])[CH:25]=[CH:24][C:3]=1[O:4][C:5]1[CH:10]=[CH:9][CH:8]=[CH:7][C:6]=1[NH:11][S:12]([C:15]1[CH:23]=[CH:22][C:18]([C:19]([N:36]2[CH2:37][CH2:38][N:33]([CH2:32][CH2:31][N:30]([CH3:39])[CH3:29])[CH2:34][CH2:35]2)=[O:20])=[CH:17][CH:16]=1)(=[O:13])=[O:14], predict the reactants needed to synthesize it. The reactants are: [Cl:1][C:2]1[CH:27]=[C:26]([Cl:28])[CH:25]=[CH:24][C:3]=1[O:4][C:5]1[CH:10]=[CH:9][CH:8]=[CH:7][C:6]=1[NH:11][S:12]([C:15]1[CH:23]=[CH:22][C:18]([C:19](O)=[O:20])=[CH:17][CH:16]=1)(=[O:14])=[O:13].[CH3:29][N:30]([CH3:39])[CH2:31][CH2:32][N:33]1[CH2:38][CH2:37][NH:36][CH2:35][CH2:34]1.